This data is from Forward reaction prediction with 1.9M reactions from USPTO patents (1976-2016). The task is: Predict the product of the given reaction. (1) Given the reactants [Cl:1][C:2]1[N:10]=[C:9]2[C:5]([N:6]=[CH:7][N:8]2[CH:11]2[CH2:15][CH2:14][S:13][CH2:12]2)=[C:4](Cl)[N:3]=1.C(O)CCC.[CH2:22]([NH2:29])[C:23]1[CH:28]=[CH:27][CH:26]=[CH:25][CH:24]=1, predict the reaction product. The product is: [Cl:1][C:2]1[N:10]=[C:9]2[C:5]([N:6]=[CH:7][N:8]2[CH:11]2[CH2:15][CH2:14][S:13][CH2:12]2)=[C:4]([NH:29][CH2:22][C:23]2[CH:28]=[CH:27][CH:26]=[CH:25][CH:24]=2)[N:3]=1. (2) Given the reactants [Cl:1][C:2]1[CH:10]=[C:9]([N:11]2[CH2:16][CH2:15][O:14][CH2:13][S:12]2(=[O:18])=[O:17])[CH:8]=[CH:7][C:3]=1[C:4]([OH:6])=O.[Cl:19][C:20]1[CH:26]=[CH:25][C:23]([NH2:24])=[CH:22][C:21]=1[C:27]1[CH:36]=[CH:35][C:34]2[C:29](=[CH:30][CH:31]=[CH:32][N:33]=2)[N:28]=1.CN(C(ON1N=NC2C=CC=NC1=2)=[N+](C)C)C.F[P-](F)(F)(F)(F)F.CCN(C(C)C)C(C)C, predict the reaction product. The product is: [Cl:1][C:2]1[CH:10]=[C:9]([N:11]2[CH2:16][CH2:15][O:14][CH2:13][S:12]2(=[O:18])=[O:17])[CH:8]=[CH:7][C:3]=1[C:4]([NH:24][C:23]1[CH:25]=[CH:26][C:20]([Cl:19])=[C:21]([C:27]2[CH:36]=[CH:35][C:34]3[C:29](=[CH:30][CH:31]=[CH:32][N:33]=3)[N:28]=2)[CH:22]=1)=[O:6]. (3) The product is: [CH3:24][O:23][C:21]1[CH:22]=[C:17]([C:15]([C@H:3]2[C@@:2]3([CH3:1])[C@H:11]([O:32]3)[CH2:10][C@@H:9]3[C@:4]2([CH3:14])[CH2:5][CH2:6][CH2:7][C:8]3([CH3:12])[CH3:13])=[O:16])[CH:18]=[C:19]([O:25][CH3:26])[CH:20]=1. Given the reactants [CH3:1][C:2]1[C@H:3]([C:15]([C:17]2[CH:22]=[C:21]([O:23][CH3:24])[CH:20]=[C:19]([O:25][CH3:26])[CH:18]=2)=[O:16])[C@:4]2([CH3:14])[C@@H:9]([CH2:10][CH:11]=1)[C:8]([CH3:13])([CH3:12])[CH2:7][CH2:6][CH2:5]2.ClC1C=C(C=CC=1)C(OO)=[O:32], predict the reaction product. (4) Given the reactants [Cl:1][C:2]1[CH:7]=[CH:6][CH:5]=[CH:4][C:3]=1[S:8]([C@H:11]1[CH2:15][N:14]([C:16]([C:18]2([C:21]3[C:26]([F:27])=[CH:25][C:24]([Cl:28])=[CH:23][N:22]=3)[CH2:20][CH2:19]2)=[O:17])[C@H:13]([C:29](O)=[O:30])[CH2:12]1)(=[O:10])=[O:9].[CH2:32]([NH:36][C:37](=[O:45])[C:38](=[O:44])[C@@H:39]([NH2:43])[CH2:40][CH2:41][CH3:42])[CH2:33][CH2:34][CH3:35], predict the reaction product. The product is: [CH2:32]([NH:36][C:37](=[O:45])[C:38](=[O:44])[C@@H:39]([NH:43][C:29]([C@@H:13]1[CH2:12][C@@H:11]([S:8]([C:3]2[CH:4]=[CH:5][CH:6]=[CH:7][C:2]=2[Cl:1])(=[O:9])=[O:10])[CH2:15][N:14]1[C:16]([C:18]1([C:21]2[C:26]([F:27])=[CH:25][C:24]([Cl:28])=[CH:23][N:22]=2)[CH2:20][CH2:19]1)=[O:17])=[O:30])[CH2:40][CH2:41][CH3:42])[CH2:33][CH2:34][CH3:35]. (5) Given the reactants [CH2:1]([O:8][C@@H:9]([C@@H:25]([N:35]([CH2:43][C:44]1[CH:49]=[CH:48][CH:47]=[CH:46][CH:45]=1)[CH2:36][C:37]1[CH:42]=[CH:41][CH:40]=[CH:39][CH:38]=1)[CH2:26][C:27]1[CH:32]=[C:31]([F:33])[CH:30]=[C:29]([F:34])[CH:28]=1)[C@H:10]([NH:13][CH2:14][C@@H:15]([OH:24])[CH2:16][O:17][CH:18]1[CH2:23][CH2:22][CH2:21][CH2:20][CH2:19]1)[CH2:11][OH:12])[C:2]1[CH:7]=[CH:6][CH:5]=[CH:4][CH:3]=1.[C:50](O[C:50]([O:52][C:53]([CH3:56])([CH3:55])[CH3:54])=[O:51])([O:52][C:53]([CH3:56])([CH3:55])[CH3:54])=[O:51].C(N(C(C)C)CC)(C)C, predict the reaction product. The product is: [C:53]([O:52][C:50](=[O:51])[N:13]([C@H:10]([CH2:11][OH:12])[C@@H:9]([O:8][CH2:1][C:2]1[CH:3]=[CH:4][CH:5]=[CH:6][CH:7]=1)[C@@H:25]([N:35]([CH2:43][C:44]1[CH:49]=[CH:48][CH:47]=[CH:46][CH:45]=1)[CH2:36][C:37]1[CH:42]=[CH:41][CH:40]=[CH:39][CH:38]=1)[CH2:26][C:27]1[CH:32]=[C:31]([F:33])[CH:30]=[C:29]([F:34])[CH:28]=1)[CH2:14][C@@H:15]([OH:24])[CH2:16][O:17][CH:18]1[CH2:23][CH2:22][CH2:21][CH2:20][CH2:19]1)([CH3:56])([CH3:55])[CH3:54]. (6) Given the reactants [CH:1]1([CH2:7][C:8]2[N:9]=[N:10][N:11]([C@@H:13]3[C@H:17]4[O:18][CH2:19][C@H:20]([NH2:21])[C@H:16]4[O:15][CH2:14]3)[CH:12]=2)[CH2:6][CH2:5][CH2:4][CH2:3][CH2:2]1.[O:22]1[C:26]([C:27](O)=[O:28])=[CH:25][CH:24]=[N:23]1, predict the reaction product. The product is: [CH:1]1([CH2:7][C:8]2[N:9]=[N:10][N:11]([C@@H:13]3[C@H:17]4[O:18][CH2:19][C@H:20]([NH:21][C:27]([C:26]5[O:22][N:23]=[CH:24][CH:25]=5)=[O:28])[C@H:16]4[O:15][CH2:14]3)[CH:12]=2)[CH2:2][CH2:3][CH2:4][CH2:5][CH2:6]1. (7) Given the reactants C(OC(=O)C)(=O)C.[F:8][C:9]1[CH:10]=[C:11]([CH:15]=[C:16]([F:20])[C:17]=1[S:18][CH3:19])[CH:12]=[N:13]O.O.C1(C)C=CC(S(O)(=O)=O)=CC=1, predict the reaction product. The product is: [F:8][C:9]1[CH:10]=[C:11]([CH:15]=[C:16]([F:20])[C:17]=1[S:18][CH3:19])[C:12]#[N:13].